This data is from M1 muscarinic receptor antagonist screen with 61,756 compounds. The task is: Binary Classification. Given a drug SMILES string, predict its activity (active/inactive) in a high-throughput screening assay against a specified biological target. (1) The molecule is O1CCN(CC1)CCNC(=O)c1c(n(c2nc3n(c(=O)c2c1)cccc3C)CCCOCC)=N. The result is 0 (inactive). (2) The compound is O(c1c(CNc2ncnc3n(nnc23)Cc2ccccc2)cccc1)C. The result is 0 (inactive). (3) The drug is Fc1ccc(N(C(=O)CN2CCN(CC2)c2ncccn2)Cc2ccccc2)cc1. The result is 0 (inactive). (4) The molecule is Fc1c(N2CCN(CC2)C(=O)C2Oc3c(OC2)cccc3)cccc1. The result is 0 (inactive).